The task is: Predict the reactants needed to synthesize the given product.. This data is from Full USPTO retrosynthesis dataset with 1.9M reactions from patents (1976-2016). Given the product [Br:5]/[C:6](=[C:9](/[Br:12])\[CH2:10][O:11][CH2:3][C:2]#[CH:1])/[CH2:7][OH:8], predict the reactants needed to synthesize it. The reactants are: [CH2:1](Br)[C:2]#[CH:3].[Br:5]/[C:6](=[C:9](/[Br:12])\[CH2:10][OH:11])/[CH2:7][OH:8].[OH-].[K+].